From a dataset of Reaction yield outcomes from USPTO patents with 853,638 reactions. Predict the reaction yield, written as a fraction of the theoretical maximum amount of product (1.0 means a 100% yield; for example, 0.34 means a 34% yield). The reactants are CN.O=[C:4]1[CH2:20][CH2:19][C:7]2([CH2:11][N:10]([C:12]([O:14][C:15]([CH3:18])([CH3:17])[CH3:16])=[O:13])[CH2:9][CH2:8]2)[CH2:6][CH2:5]1.[BH3-][C:22]#[N:23].[Na+]. No catalyst specified. The product is [CH3:22][NH:23][CH:4]1[CH2:20][CH2:19][C:7]2([CH2:11][N:10]([C:12]([O:14][C:15]([CH3:18])([CH3:17])[CH3:16])=[O:13])[CH2:9][CH2:8]2)[CH2:6][CH2:5]1. The yield is 0.757.